This data is from Peptide-MHC class I binding affinity with 185,985 pairs from IEDB/IMGT. The task is: Regression. Given a peptide amino acid sequence and an MHC pseudo amino acid sequence, predict their binding affinity value. This is MHC class I binding data. (1) The peptide sequence is DYMTSMKRFK. The MHC is HLA-A33:01 with pseudo-sequence HLA-A33:01. The binding affinity (normalized) is 0.718. (2) The peptide sequence is PLISILMIFI. The MHC is HLA-A68:02 with pseudo-sequence HLA-A68:02. The binding affinity (normalized) is 0.370. (3) The peptide sequence is LSSIGIPAY. The MHC is HLA-B58:01 with pseudo-sequence HLA-B58:01. The binding affinity (normalized) is 0.521. (4) The peptide sequence is EVQLVESGGGL. The binding affinity (normalized) is 0. The MHC is HLA-A02:01 with pseudo-sequence HLA-A02:01. (5) The peptide sequence is ELNRVTQDF. The MHC is Mamu-B17 with pseudo-sequence Mamu-B17. The binding affinity (normalized) is 0. (6) The peptide sequence is AMHDKKIDIL. The MHC is HLA-A02:06 with pseudo-sequence HLA-A02:06. The binding affinity (normalized) is 0. (7) The peptide sequence is FLQEALNIA. The binding affinity (normalized) is 0.821. The MHC is HLA-A02:01 with pseudo-sequence HLA-A02:01. (8) The peptide sequence is FLGRYMSAL. The MHC is HLA-A68:02 with pseudo-sequence YYAMYRNNVAQTDVDTLYIRYHYYTWAVWAYTWY. The binding affinity (normalized) is 0.114. (9) The peptide sequence is TTFDAEYCR. The MHC is HLA-A31:01 with pseudo-sequence HLA-A31:01. The binding affinity (normalized) is 0.571.